Task: Predict the reactants needed to synthesize the given product.. Dataset: Retrosynthesis with 50K atom-mapped reactions and 10 reaction types from USPTO (1) Given the product O=C1Nc2cc(Cl)ccc2C1C1CCCCC1, predict the reactants needed to synthesize it. The reactants are: O=C1Nc2cc(Cl)ccc2C1(O)C1CCCCC1. (2) The reactants are: CC(C)(C)OC(=O)OC(=O)OC(C)(C)C.COC(=O)c1sc(-c2ccc(Cl)cc2)cc1N. Given the product COC(=O)c1sc(-c2ccc(Cl)cc2)cc1NC(=O)OC(C)(C)C, predict the reactants needed to synthesize it. (3) Given the product Cc1ccc(C(C)(C)C(=O)c2cnn3c2NC(c2ccccc2)CC3(C)C)cc1, predict the reactants needed to synthesize it. The reactants are: Cc1ccc(C(C)(C)C(=O)c2cnn3c2N(Cc2ccccc2)C(c2ccccc2)CC3(C)C)cc1. (4) Given the product CCOC(=O)C(Cc1ccc(OCCn2c(CC)nc(-c3ccccc3)cc2=O)cc1)OCC, predict the reactants needed to synthesize it. The reactants are: CCOC(=O)C(Cc1ccc(OCCBr)cc1)OCC.CCc1nc(-c2ccccc2)cc(=O)[nH]1. (5) Given the product CCCCC1(CCCC)CN(c2ccc(Cl)cc2)c2cc(SC)c(OCC(=O)O)cc2S(=O)(=O)C1, predict the reactants needed to synthesize it. The reactants are: CCCCC1(CCCC)CN(c2ccc(Cl)cc2)c2cc(SC)c(OCC(=O)OCC)cc2S(=O)(=O)C1. (6) Given the product CC(C)(C)OC(=O)NC(CO)(c1cccc(Br)c1)C(F)(F)F, predict the reactants needed to synthesize it. The reactants are: CCOC(=O)C(NC(=O)OC(C)(C)C)(c1cccc(Br)c1)C(F)(F)F. (7) Given the product CC(C)S(=O)(=O)c1cc(C#Cc2cc(Cl)ccc2OCC(=O)OC(C)(C)C)ccc1C(=O)N1CCOCC1, predict the reactants needed to synthesize it. The reactants are: C#Cc1cc(Cl)ccc1OCC(=O)OC(C)(C)C.CC(C)S(=O)(=O)c1cc(Br)ccc1C(=O)N1CCOCC1.